Predict the reaction yield, written as a fraction of the theoretical maximum amount of product (1.0 means a 100% yield; for example, 0.34 means a 34% yield). From a dataset of Reaction yield outcomes from USPTO patents with 853,638 reactions. (1) The reactants are [CH3:1][N:2]([CH3:44])[CH2:3][CH2:4][CH2:5][N:6]([C:39]([NH:41][CH2:42][CH3:43])=[O:40])[C:7]([C@@H:9]1[CH2:23][C@H:22]2[C@@H:12]([CH2:13][C:14]3[C:24]4[C:17](=[CH:18][CH:19]=[CH:20][C:21]2=4)[N:16](C(OC(C)(C)C)=O)[CH:15]=3)[N:11](C(OC(C)(C)C)=O)[CH2:10]1)=[O:8].Cl.N. The catalyst is ClCCl. The product is [CH3:44][N:2]([CH3:1])[CH2:3][CH2:4][CH2:5][N:6]([C:39]([NH:41][CH2:42][CH3:43])=[O:40])[C:7]([C@@H:9]1[CH2:23][C@H:22]2[C@@H:12]([CH2:13][C:14]3[C:24]4[C:17](=[CH:18][CH:19]=[CH:20][C:21]2=4)[NH:16][CH:15]=3)[NH:11][CH2:10]1)=[O:8]. The yield is 0.948. (2) The reactants are [C:1]1([S:7][CH2:8][C@H:9]([NH:14][C:15]2[CH:20]=[CH:19][C:18]([S:21](=[O:24])(=[O:23])[NH2:22])=[CH:17][C:16]=2[S:25]([C:28]([F:31])([F:30])[F:29])(=[O:27])=[O:26])[CH2:10][C:11](O)=[O:12])[CH:6]=[CH:5][CH:4]=[CH:3][CH:2]=1.[CH2:32]([N:34]([CH2:37][C@H:38]1[CH2:43][O:42][CH2:41][CH2:40][N:39]1C(OC(C)(C)C)=O)[CH2:35][CH3:36])[CH3:33].CCN(C(C)C)C(C)C.CN(C(ON1N=NC2C=CC=NC1=2)=[N+](C)C)C.F[P-](F)(F)(F)(F)F. The catalyst is CC(N(C)C)=O.C(OCC)(=O)C. The product is [CH2:32]([N:34]([CH2:37][C@@H:38]1[N:39]([C:11](=[O:12])[CH2:10][C@@H:9]([NH:14][C:15]2[CH:20]=[CH:19][C:18]([S:21]([NH2:22])(=[O:23])=[O:24])=[CH:17][C:16]=2[S:25]([C:28]([F:29])([F:31])[F:30])(=[O:27])=[O:26])[CH2:8][S:7][C:1]2[CH:2]=[CH:3][CH:4]=[CH:5][CH:6]=2)[CH2:40][CH2:41][O:42][CH2:43]1)[CH2:35][CH3:36])[CH3:33]. The yield is 0.580. (3) The reactants are [CH:1]([N:4]1[C:8]([C:9]2[N:18]=[C:17]3[N:11]([CH2:12][CH2:13][O:14][C:15]4[CH:22]=[C:21]([CH:23]5[CH2:26][N:25]([C:27]([CH3:31])([CH3:30])[C:28]#[N:29])[CH2:24]5)[CH:20]=[CH:19][C:16]=43)[CH:10]=2)=[N:7][CH:6]=[N:5]1)([CH3:3])[CH3:2].C([O-])([O-])=[O:33].[Na+].[Na+].O. The catalyst is OS(O)(=O)=O. The product is [CH:1]([N:4]1[C:8]([C:9]2[N:18]=[C:17]3[C:16]4[CH:19]=[CH:20][C:21]([CH:23]5[CH2:24][N:25]([C:27]([CH3:31])([CH3:30])[C:28]([NH2:29])=[O:33])[CH2:26]5)=[CH:22][C:15]=4[O:14][CH2:13][CH2:12][N:11]3[CH:10]=2)=[N:7][CH:6]=[N:5]1)([CH3:3])[CH3:2]. The yield is 0.540. (4) The reactants are Cl.[O:2]=[C:3]1[CH2:8][O:7][CH2:6][CH2:5][N:4]1[C:9]1[CH:14]=[CH:13][C:12]([NH:15][C:16]([C@H:18]2[CH2:22][C@@H:21]([OH:23])[CH2:20][NH:19]2)=[O:17])=[CH:11][CH:10]=1.C(N(CC)CC)C.[Cl:31][C:32]1[CH:37]=[CH:36][C:35]([N:38]=[C:39]=[O:40])=[CH:34][CH:33]=1. The catalyst is ClCCl.ClC(Cl)C. The product is [Cl:31][C:32]1[CH:37]=[CH:36][C:35]([NH:38][C:39]([N:19]2[CH2:20][C@H:21]([OH:23])[CH2:22][C@@H:18]2[C:16]([NH:15][C:12]2[CH:11]=[CH:10][C:9]([N:4]3[CH2:5][CH2:6][O:7][CH2:8][C:3]3=[O:2])=[CH:14][CH:13]=2)=[O:17])=[O:40])=[CH:34][CH:33]=1. The yield is 0.860. (5) The reactants are [NH2:1][C:2]1[CH:7]=[CH:6][C:5]([CH2:8][C:9]([O:11][CH3:12])=[O:10])=[CH:4][C:3]=1[Br:13].[CH3:14][C:15]1[CH:20]=[CH:19][CH:18]=[CH:17][C:16]=1[N:21]=[C:22]=[O:23].CCN(CC)CC. The yield is 0.720. The product is [Br:13][C:3]1[CH:4]=[C:5]([CH2:8][C:9]([O:11][CH3:12])=[O:10])[CH:6]=[CH:7][C:2]=1[NH:1][C:22]([NH:21][C:16]1[CH:17]=[CH:18][CH:19]=[CH:20][C:15]=1[CH3:14])=[O:23]. The catalyst is C1COCC1. (6) The reactants are C(Cl)[Cl:2].[F:4][C:5]1[CH:10]=[CH:9][C:8]([CH2:11][C:12]([OH:14])=O)=[CH:7][CH:6]=1.C(Cl)(=O)C(Cl)=O. The catalyst is CN(C)C=O. The product is [F:4][C:5]1[CH:10]=[CH:9][C:8]([CH2:11][C:12]([Cl:2])=[O:14])=[CH:7][CH:6]=1. The yield is 0.750. (7) The reactants are [CH3:1][O:2][C:3]1[C:12]([C:13]2[CH:18]=[CH:17][CH:16]=[CH:15][C:14]=2[F:19])=[CH:11][C:10]2[C:5](=[CH:6][CH:7]=[CH:8][CH:9]=2)[CH:4]=1.CN(C)C=O.[Br:25]N1C(=O)CCC1=O. The catalyst is O. The product is [Br:25][C:4]1[C:5]2[C:10](=[CH:9][CH:8]=[CH:7][CH:6]=2)[CH:11]=[C:12]([C:13]2[CH:18]=[CH:17][CH:16]=[CH:15][C:14]=2[F:19])[C:3]=1[O:2][CH3:1]. The yield is 0.950.